From a dataset of Full USPTO retrosynthesis dataset with 1.9M reactions from patents (1976-2016). Predict the reactants needed to synthesize the given product. (1) Given the product [CH2:1]([O:8][CH:9]([CH3:21])[CH2:10][O:11][CH2:12][CH2:13][OH:14])[C:2]1[CH:7]=[CH:6][CH:5]=[CH:4][CH:3]=1, predict the reactants needed to synthesize it. The reactants are: [CH2:1]([O:8][CH:9]([CH3:21])[CH2:10][O:11][CH2:12][CH2:13][O:14]C1CCCCO1)[C:2]1[CH:7]=[CH:6][CH:5]=[CH:4][CH:3]=1.C1(C)C=CC(S([O-])(=O)=O)=CC=1.[NH+]1C=CC=CC=1.C(=O)([O-])O.[Na+]. (2) The reactants are: [CH3:1][O:2][C:3](=[O:22])[C:4]1[CH:9]=[CH:8][C:7]([CH:10]([N:14]2[CH:18]=[CH:17][C:16]([N+:19]([O-])=O)=[N:15]2)[CH2:11][CH2:12][CH3:13])=[CH:6][CH:5]=1.CO.NN. Given the product [CH3:1][O:2][C:3](=[O:22])[C:4]1[CH:5]=[CH:6][C:7]([CH:10]([N:14]2[CH:18]=[CH:17][C:16]([NH2:19])=[N:15]2)[CH2:11][CH2:12][CH3:13])=[CH:8][CH:9]=1, predict the reactants needed to synthesize it. (3) Given the product [Br:1][C:2]1[CH:10]=[C:9]2[C:5]([CH2:6][N:7]3[C:13]([C:14]4[C:15]([C:20]5[CH:25]=[CH:24][CH:23]=[CH:22][CH:21]=5)=[N:16][O:17][C:18]=4[C:38]4[C:33]([CH2:32][NH2:31])=[N:34][CH:35]=[CH:36][CH:37]=4)=[N:12][N:11]=[C:8]32)=[CH:4][CH:3]=1, predict the reactants needed to synthesize it. The reactants are: [Br:1][C:2]1[CH:10]=[C:9]2[C:5]([CH2:6][N:7]3[C:13]([C:14]4[C:15]([C:20]5[CH:25]=[CH:24][CH:23]=[CH:22][CH:21]=5)=[N:16][O:17][C:18]=4Cl)=[N:12][N:11]=[C:8]32)=[CH:4][CH:3]=1.C([O-])(=O)C.[Na+].[NH2:31][CH2:32][C:33]1[CH:38]=[CH:37][CH:36]=[CH:35][N:34]=1. (4) Given the product [Cl:8][C:9]1[CH:14]=[C:13]([O:15][CH3:16])[CH:12]=[CH:11][C:10]=1[S:17]([NH:21][C:22]1[CH:23]=[CH:24][C:25]2[CH2:29][O:28][B:27]([OH:30])[C:26]=2[CH:31]=1)(=[O:19])=[O:18], predict the reactants needed to synthesize it. The reactants are: C(N(CC)CC)C.[Cl:8][C:9]1[CH:14]=[C:13]([O:15][CH3:16])[CH:12]=[CH:11][C:10]=1[S:17](Cl)(=[O:19])=[O:18].[NH2:21][C:22]1[CH:23]=[CH:24][C:25]2[CH2:29][O:28][B:27]([OH:30])[C:26]=2[CH:31]=1.Cl. (5) The reactants are: [CH3:1][NH:2][CH2:3][CH:4]([C:17]1[CH:22]=[CH:21][CH:20]=[CH:19][CH:18]=1)[O:5][C:6]1[C:11]([C:12](O)=[O:13])=[CH:10][N:9]=[C:8]([S:15][CH3:16])[N:7]=1.C(N(CC)CC)C.F[P-](F)(F)(F)(F)F.N1(OC(N(C)C)=[N+](C)C)C2N=CC=CC=2N=N1. Given the product [CH3:1][N:2]1[C:12](=[O:13])[C:11]2[CH:10]=[N:9][C:8]([S:15][CH3:16])=[N:7][C:6]=2[O:5][CH:4]([C:17]2[CH:22]=[CH:21][CH:20]=[CH:19][CH:18]=2)[CH2:3]1, predict the reactants needed to synthesize it. (6) Given the product [CH:11]([N:14]1[CH2:19][CH2:18][CH:17]([N:20]([CH2:2][C:3]([N:5]2[CH2:10][CH2:9][O:8][CH2:7][CH2:6]2)=[O:4])[S:21]([CH2:24][CH2:25][NH:26][C:27]([C:29]2[S:30][C:31]([Cl:34])=[CH:32][CH:33]=2)=[O:28])(=[O:22])=[O:23])[CH2:16][CH2:15]1)([CH3:13])[CH3:12], predict the reactants needed to synthesize it. The reactants are: Cl[CH2:2][C:3]([N:5]1[CH2:10][CH2:9][O:8][CH2:7][CH2:6]1)=[O:4].[CH:11]([N:14]1[CH2:19][CH2:18][CH:17]([NH:20][S:21]([CH2:24][CH2:25][NH:26][C:27]([C:29]2[S:30][C:31]([Cl:34])=[CH:32][CH:33]=2)=[O:28])(=[O:23])=[O:22])[CH2:16][CH2:15]1)([CH3:13])[CH3:12].